From a dataset of NCI-60 drug combinations with 297,098 pairs across 59 cell lines. Regression. Given two drug SMILES strings and cell line genomic features, predict the synergy score measuring deviation from expected non-interaction effect. Drug 1: C1C(C(OC1N2C=NC3=C(N=C(N=C32)Cl)N)CO)O. Drug 2: CC1=C2C(C(=O)C3(C(CC4C(C3C(C(C2(C)C)(CC1OC(=O)C(C(C5=CC=CC=C5)NC(=O)OC(C)(C)C)O)O)OC(=O)C6=CC=CC=C6)(CO4)OC(=O)C)O)C)O. Cell line: MALME-3M. Synergy scores: CSS=21.8, Synergy_ZIP=-6.16, Synergy_Bliss=1.86, Synergy_Loewe=-3.21, Synergy_HSA=-2.31.